This data is from Reaction yield outcomes from USPTO patents with 853,638 reactions. The task is: Predict the reaction yield, written as a fraction of the theoretical maximum amount of product (1.0 means a 100% yield; for example, 0.34 means a 34% yield). (1) The reactants are C[O:2][C:3](=[O:27])[CH2:4][C:5]1[C:14]([CH3:15])=[C:13]([C:16]2[CH:21]=[CH:20][C:19]([S:22]([CH3:25])(=[O:24])=[O:23])=[CH:18][CH:17]=2)[C:12]2[C:7](=[CH:8][CH:9]=[C:10]([F:26])[CH:11]=2)[CH:6]=1.O.[OH-].[Li+].Cl. The catalyst is C1COCC1.O. The product is [F:26][C:10]1[CH:11]=[C:12]2[C:7](=[CH:8][CH:9]=1)[CH:6]=[C:5]([CH2:4][C:3]([OH:27])=[O:2])[C:14]([CH3:15])=[C:13]2[C:16]1[CH:21]=[CH:20][C:19]([S:22]([CH3:25])(=[O:24])=[O:23])=[CH:18][CH:17]=1. The yield is 0.870. (2) The reactants are [CH3:1][O:2][C:3]1[CH:4]=[CH:5][C:6]([CH3:10])=[C:7]([CH:9]=1)N.Cl.N([O-])=O.[Na+].[H+].[B-](F)(F)(F)[F:18]. The catalyst is O. The product is [F:18][C:7]1[CH:9]=[C:3]([O:2][CH3:1])[CH:4]=[CH:5][C:6]=1[CH3:10]. The yield is 0.310. (3) The reactants are N1C=CN=C1.CN(C)C=O.[OH:11][CH:12]([C:16]1[CH:21]=[CH:20][N:19]=[CH:18][CH:17]=1)[CH2:13][C:14]#[N:15].[C:22]([Si:26]([C:34]1[CH:39]=[CH:38][CH:37]=[CH:36][CH:35]=1)([C:28]1[CH:33]=[CH:32][CH:31]=[CH:30][CH:29]=1)Cl)([CH3:25])([CH3:24])[CH3:23]. The catalyst is CCOCC.C(OCC)(=O)C. The product is [O:11]([CH:12]([C:16]1[CH:17]=[CH:18][N:19]=[CH:20][CH:21]=1)[CH2:13][C:14]#[N:15])[Si:26]([C:22]([CH3:25])([CH3:24])[CH3:23])([C:34]1[CH:35]=[CH:36][CH:37]=[CH:38][CH:39]=1)[C:28]1[CH:33]=[CH:32][CH:31]=[CH:30][CH:29]=1. The yield is 0.989. (4) The reactants are [CH3:1][C:2]1[C:10]([CH3:12])([CH3:11])[C:9]2[C:4](=[CH:5][CH:6]=[C:7]([CH2:13][NH2:14])[CH:8]=2)[N:3]=1.[CH:15](OC)=[O:16]. No catalyst specified. The product is [CH3:1][C:2]1[C:10]([CH3:11])([CH3:12])[C:9]2[C:4](=[CH:5][CH:6]=[C:7]([CH2:13][NH:14][CH:15]=[O:16])[CH:8]=2)[N:3]=1. The yield is 0.950. (5) The reactants are Br[CH2:2][C:3]([O:5][CH3:6])=[O:4].[CH2:7]([NH:10][CH:11](O)C)[CH2:8][CH3:9].CCN(CC)CC.O. The catalyst is C1(C)C=CC=CC=1. The product is [CH2:7]([N:10]1[CH2:11][CH2:6][O:5][C:3](=[O:4])[CH2:2]1)[CH2:8][CH3:9]. The yield is 0.810. (6) The reactants are [NH:1]1[CH:5]=[CH:4][N:3]=[CH:2]1.[CH:6](OCC)([O:10][CH2:11][CH3:12])[O:7][CH2:8][CH3:9].O.C1(C)C=CC(S(O)(=O)=O)=CC=1. No catalyst specified. The product is [CH2:8]([O:7][CH:6]([O:10][CH2:11][CH3:12])[N:1]1[CH:5]=[CH:4][N:3]=[CH:2]1)[CH3:9]. The yield is 0.670. (7) The reactants are [CH3:1][N:2]1[C:6]2[CH:7]=[CH:8][CH:9]=[CH:10][C:5]=2[N:4]=[C:3]1[CH:11]=O.[CH2:13]([O:15][CH:16]([O:19][CH2:20]C)[CH2:17][NH2:18])C.[BH3-]C#N.[Na+]. The catalyst is CO.C(O)(=O)C. The product is [CH3:13][O:15][CH:16]([O:19][CH3:20])[CH2:17][NH:18][CH2:11][C:3]1[N:2]([CH3:1])[C:6]2[CH:7]=[CH:8][CH:9]=[CH:10][C:5]=2[N:4]=1. The yield is 0.640. (8) The reactants are [Cl:1][C:2]1[CH:20]=[C:19]([F:21])[CH:18]=[CH:17][C:3]=1[O:4][C:5]1[CH:12]=[CH:11][CH:10]=[C:9]([C:13]([F:16])([F:15])[F:14])[C:6]=1[CH:7]=[O:8].CC(=CC)C.P([O-])(O)(O)=[O:28].[Na+].Cl([O-])=O.[Na+].Cl. The catalyst is CC(O)(C)C.O.CC#N. The product is [Cl:1][C:2]1[CH:20]=[C:19]([F:21])[CH:18]=[CH:17][C:3]=1[O:4][C:5]1[CH:12]=[CH:11][CH:10]=[C:9]([C:13]([F:16])([F:15])[F:14])[C:6]=1[C:7]([OH:28])=[O:8]. The yield is 0.980.